This data is from Reaction yield outcomes from USPTO patents with 853,638 reactions. The task is: Predict the reaction yield, written as a fraction of the theoretical maximum amount of product (1.0 means a 100% yield; for example, 0.34 means a 34% yield). The reactants are [O-]P([O-])([O-])=O.[K+].[K+].[K+].Cl[C:10]1[CH:11]=[CH:12][C:13]2[N:19]3[CH2:20][C@H:16]([CH2:17][CH2:18]3)[N:15]([C:21]([NH:23][C:24]3[CH:29]=[N:28][CH:27]=[CH:26][N:25]=3)=[O:22])[C:14]=2[N:30]=1.[CH3:31][C:32]1[C:37](B(O)O)=[CH:36][CH:35]=[C:34]([CH3:41])[N:33]=1.CC(C1C=C(C(C)C)C(C2C=CC=CC=2P(C2CCCCC2)C2CCCCC2)=C(C(C)C)C=1)C. The catalyst is O1CCOCC1.O.C1C=CC(/C=C/C(/C=C/C2C=CC=CC=2)=O)=CC=1.C1C=CC(/C=C/C(/C=C/C2C=CC=CC=2)=O)=CC=1.C1C=CC(/C=C/C(/C=C/C2C=CC=CC=2)=O)=CC=1.[Pd].[Pd].C(OCC)(=O)C. The product is [CH3:31][C:32]1[C:37]([C:10]2[CH:11]=[CH:12][C:13]3[N:19]4[CH2:20][C@H:16]([CH2:17][CH2:18]4)[N:15]([C:21]([NH:23][C:24]4[CH:29]=[N:28][CH:27]=[CH:26][N:25]=4)=[O:22])[C:14]=3[N:30]=2)=[CH:36][CH:35]=[C:34]([CH3:41])[N:33]=1. The yield is 0.672.